This data is from Catalyst prediction with 721,799 reactions and 888 catalyst types from USPTO. The task is: Predict which catalyst facilitates the given reaction. (1) Reactant: FC(F)(F)C(O)=O.[C:8]([S:11][CH:12]1[CH2:17][CH2:16][NH:15][CH2:14]/[C:13]/1=[CH:18]\[C:19]1[N:23]([CH2:24][CH2:25][C:26]([O:28][CH3:29])=[O:27])[N:22]=[N:21][CH:20]=1)(=[O:10])[CH3:9].Br[CH:31]([C:37]1[CH:42]=[CH:41][CH:40]=[CH:39][C:38]=1[F:43])[C:32]([CH:34]1[CH2:36][CH2:35]1)=[O:33].C(N(CC)CC)C.[Cl-:51].[Na+]. Product: [ClH:51].[C:8]([S:11][CH:12]1[CH2:17][CH2:16][N:15]([CH:31]([C:37]2[CH:42]=[CH:41][CH:40]=[CH:39][C:38]=2[F:43])[C:32]([CH:34]2[CH2:35][CH2:36]2)=[O:33])[CH2:14]/[C:13]/1=[CH:18]\[C:19]1[N:23]([CH2:24][CH2:25][C:26]([O:28][CH3:29])=[O:27])[N:22]=[N:21][CH:20]=1)(=[O:10])[CH3:9]. The catalyst class is: 10. (2) Reactant: [NH2:1][C:2]([C:4]1[CH:5]=[N:6][C:7]2[C:12]([C:13]=1[NH:14][C:15]1[CH:16]=[C:17]([CH:23]=[CH:24][CH:25]=1)[C:18]([O:20]CC)=[O:19])=[CH:11][CH:10]=[C:9]([C:26]1[CH:27]=[C:28]3[C:33](=[CH:34][CH:35]=1)[NH:32][CH:31]=[N:30][C:29]3=[O:36])[CH:8]=2)=[O:3].[OH-].[Na+]. Product: [NH2:1][C:2]([C:4]1[CH:5]=[N:6][C:7]2[C:12]([C:13]=1[NH:14][C:15]1[CH:16]=[C:17]([CH:23]=[CH:24][CH:25]=1)[C:18]([OH:20])=[O:19])=[CH:11][CH:10]=[C:9]([C:26]1[CH:27]=[C:28]3[C:33](=[CH:34][CH:35]=1)[NH:32][CH:31]=[N:30][C:29]3=[O:36])[CH:8]=2)=[O:3]. The catalyst class is: 8. (3) Reactant: FC(F)(F)C(OC(=O)C(F)(F)F)=O.[Cl:14][C:15]1[CH:20]=[CH:19][C:18]([C:21]2[C:26]([CH:27]([OH:32])[C:28]([O:30][CH3:31])=[O:29])=[C:25]([CH3:33])[N:24]=[C:23]3[NH:34][C:35]([CH3:38])=[C:36]([CH3:37])[C:22]=23)=[CH:17][CH:16]=1.C(N(CC)CC)C.[Cl-].[NH4+]. Product: [Cl:14][C:15]1[CH:20]=[CH:19][C:18]([C:21]2[C:26]([C:27](=[O:32])[C:28]([O:30][CH3:31])=[O:29])=[C:25]([CH3:33])[N:24]=[C:23]3[NH:34][C:35]([CH3:38])=[C:36]([CH3:37])[C:22]=23)=[CH:17][CH:16]=1. The catalyst class is: 764. (4) The catalyst class is: 27. Reactant: [Cl:1][C:2]1[C:7]([F:8])=[CH:6][C:5]([C:9](=[O:11])[CH3:10])=[C:4]([OH:12])[CH:3]=1.CC[O-].[Na+].[C:17](OCC)(=O)[C:18]([O:20]CC)=[O:19]. Product: [Cl:1][C:2]1[CH:3]=[C:4]2[C:5]([C:9](=[O:11])[CH:10]=[C:17]([C:18]([OH:20])=[O:19])[O:12]2)=[CH:6][C:7]=1[F:8]. (5) The catalyst class is: 1. Reactant: [CH2:1]([N:8]([CH3:26])[C:9]1[CH:10]=[C:11]([NH:19][CH:20]2[CH2:25][CH2:24][NH:23][CH2:22][CH2:21]2)[C:12]2[N:13]([C:15]([CH3:18])=[N:16][N:17]=2)[N:14]=1)[C:2]1[CH:7]=[CH:6][CH:5]=[CH:4][CH:3]=1.[C:27](O)(=O)[CH3:28].C(=O)C. Product: [CH2:1]([N:8]([CH3:26])[C:9]1[CH:10]=[C:11]([NH:19][CH:20]2[CH2:25][CH2:24][N:23]([CH2:27][CH3:28])[CH2:22][CH2:21]2)[C:12]2[N:13]([C:15]([CH3:18])=[N:16][N:17]=2)[N:14]=1)[C:2]1[CH:7]=[CH:6][CH:5]=[CH:4][CH:3]=1. (6) Reactant: [CH3:1][S:2]([OH:5])(=[O:4])=[O:3].[Cl:6][C:7]1[CH:8]=[CH:9][C:10]2[N:11]([CH:13]=[C:14]([CH2:16][O:17][C:18]3[CH:23]=[CH:22][C:21]([C:24]4[C:25](=[O:39])[C:26]([CH3:38])([CH3:37])[O:27][C:28]=4[C:29]4[CH:34]=[CH:33][C:32]([O:35][CH3:36])=[CH:31][CH:30]=4)=[CH:20][CH:19]=3)[N:15]=2)[CH:12]=1. Product: [CH3:1][S:2]([OH:5])(=[O:4])=[O:3].[Cl:6][C:7]1[CH:8]=[CH:9][C:10]2[N:11]([CH:13]=[C:14]([CH2:16][O:17][C:18]3[CH:19]=[CH:20][C:21]([C:24]4[C:25](=[O:39])[C:26]([CH3:37])([CH3:38])[O:27][C:28]=4[C:29]4[CH:34]=[CH:33][C:32]([O:35][CH3:36])=[CH:31][CH:30]=4)=[CH:22][CH:23]=3)[N:15]=2)[CH:12]=1. The catalyst class is: 343. (7) Reactant: Cl.FC1C=C(C=CC=1)CN1C=C(C2C3C(=NC=C(C4C=CC(C5CCNCC5)=CC=4)C=3)N(S(C3C=CC(C)=CC=3)(=O)=O)C=2)C=N1.[Cl:46][C:47]1[CH:48]=[C:49]([CH:91]=[CH:92][CH:93]=1)[CH2:50][N:51]1[CH:55]=[C:54]([C:56]2[C:64]3[C:59](=[N:60][CH:61]=[C:62]([C:65]4[CH:66]=[CH:67][C:68]([N:71]5[CH2:76][CH2:75][N:74]([CH2:77][C@@H:78]([OH:80])[CH3:79])[CH2:73][CH2:72]5)=[N:69][CH:70]=4)[CH:63]=3)[N:58](S(C3C=CC(C)=CC=3)(=O)=O)[CH:57]=2)[CH:53]=[N:52]1.[OH-].[Li+]. Product: [Cl:46][C:47]1[CH:48]=[C:49]([CH:91]=[CH:92][CH:93]=1)[CH2:50][N:51]1[CH:55]=[C:54]([C:56]2[C:64]3[C:59](=[N:60][CH:61]=[C:62]([C:65]4[CH:66]=[CH:67][C:68]([N:71]5[CH2:72][CH2:73][N:74]([CH2:77][C@@H:78]([OH:80])[CH3:79])[CH2:75][CH2:76]5)=[N:69][CH:70]=4)[CH:63]=3)[NH:58][CH:57]=2)[CH:53]=[N:52]1. The catalyst class is: 87.